From a dataset of Experimentally validated miRNA-target interactions with 360,000+ pairs, plus equal number of negative samples. Binary Classification. Given a miRNA mature sequence and a target amino acid sequence, predict their likelihood of interaction. (1) The miRNA is hsa-miR-513a-3p with sequence UAAAUUUCACCUUUCUGAGAAGG. The protein sequence of the target gene is MKKFNFRKVLDGLTASSPGSGSSSGSNSGGAGSGSVHPGGTAGLPREEIQESLTSDYFQICKTVRHGFPYQPTALAFDPVQKILAIGTRTGAIRILGRPGVDCYCQHESGAAVLQLQFLINEGALVSASSDDTLHLWNLRQKRPAILHSLKFNRERITYCHLPFQSKWLYVGTERGNTHIVNIESFILSGYVIMWNKAIELSTKTHPGPVVHLSDSPRDEGKLLIGYENGTVVFWDLKSKRAELRVYYDEAIHSIDWHHEGKQFMCSHSDGSLTLWNLKSPSRPFQTTVPHGKSQREGRK.... Result: 0 (no interaction). (2) The miRNA is hsa-miR-3180-3p with sequence UGGGGCGGAGCUUCCGGAGGCC. The protein sequence of the target gene is MATSLDFKTYVDQACRAAEEFVNIYYETMDKRRRALTRLYLDKATLIWNGNAVSGLDALNNFFDTLPSSEFQVNMLDCQPVHEQATQSQTTVLVVTSGTVKFDGNKQHFFNQNFLLTAQSTPNNTVWKIASDCFRFQDWSSS. Result: 0 (no interaction).